Dataset: Full USPTO retrosynthesis dataset with 1.9M reactions from patents (1976-2016). Task: Predict the reactants needed to synthesize the given product. (1) Given the product [F:13][C:12]1[CH:11]=[C:2]([C:41]2[CH:40]=[N:39][N:38]([CH3:37])[CH:42]=2)[CH:3]=[CH:4][C:9]=1[NH:8][C:15]1[C:19]2[CH2:20][N:21]([C:22](=[O:58])[CH3:23])[CH2:35][CH2:36][C:31]=2[NH:17][N:16]=1, predict the reactants needed to synthesize it. The reactants are: Br[C:2]1[C:11]([CH:12](F)[F:13])=C[CH:9]2[CH:4](CCC[N:8]2[C:15]2[C:19]3[CH2:20][N:21](C(OC(C)(C)C)=O)[CH2:22][CH2:23]C=3[N:17]([CH:31]3[CH2:36][CH2:35]OCC3)[N:16]=2)[CH:3]=1.[CH3:37][N:38]1[CH:42]=[C:41](B2OC(C)(C)C(C)(C)O2)[CH:40]=[N:39]1.C([O-])([O-])=O.[Na+].[Na+].[OH2:58]. (2) Given the product [F:19][C:20]1[CH:21]=[C:22]2[C:26](=[CH:27][CH:28]=1)[CH2:25][N:24]([C:14](=[O:16])[CH2:13][N:10]1[CH2:11][CH2:12][CH:8]([C:5]3[CH:4]=[CH:3][C:2]([F:1])=[CH:7][CH:6]=3)[C:9]1=[O:17])[CH2:23]2, predict the reactants needed to synthesize it. The reactants are: [F:1][C:2]1[CH:7]=[CH:6][C:5]([CH:8]2[CH2:12][CH2:11][N:10]([CH2:13][C:14]([OH:16])=O)[C:9]2=[O:17])=[CH:4][CH:3]=1.Cl.[F:19][C:20]1[CH:21]=[C:22]2[C:26](=[CH:27][CH:28]=1)[CH2:25][NH:24][CH2:23]2.C(N=C=NCCCN(C)C)C. (3) Given the product [F:1][C:2]1[CH:3]=[CH:4][C:5]([C:12]([F:15])([F:14])[F:13])=[C:6]([CH2:8][C:9]([NH:33][C:34]2[CH:39]=[N:38][CH:37]=[C:36]([C:40]([C:42]3[C:50]4[CH:49]=[N:48][CH:47]=[N:46][C:45]=4[N:44]([CH3:51])[CH:43]=3)=[O:41])[CH:35]=2)=[O:11])[CH:7]=1, predict the reactants needed to synthesize it. The reactants are: [F:1][C:2]1[CH:3]=[CH:4][C:5]([C:12]([F:15])([F:14])[F:13])=[C:6]([CH2:8][C:9]([OH:11])=O)[CH:7]=1.CN1CCOCC1.ON1C2C=CC=CC=2N=N1.[NH2:33][C:34]1[CH:35]=[C:36]([C:40]([C:42]2[C:50]3[CH:49]=[N:48][CH:47]=[N:46][C:45]=3[N:44]([CH3:51])[CH:43]=2)=[O:41])[CH:37]=[N:38][CH:39]=1. (4) Given the product [CH:18]([CH:7]([CH:4]([CH3:6])[CH3:5])[C:8]([O:10][CH2:11][C:12]1[CH:17]=[CH:16][CH:15]=[CH:14][CH:13]=1)=[O:9])=[O:1], predict the reactants needed to synthesize it. The reactants are: [O:1]=[O+][O-].[CH:4]([CH:7]([CH:18]=C)[C:8]([O:10][CH2:11][C:12]1[CH:17]=[CH:16][CH:15]=[CH:14][CH:13]=1)=[O:9])([CH3:6])[CH3:5].CSC.